Dataset: Forward reaction prediction with 1.9M reactions from USPTO patents (1976-2016). Task: Predict the product of the given reaction. (1) The product is: [CH3:7][C:8]1[CH:9]=[CH:10][CH:11]=[C:12]2[C:17]=1[N:16]=[C:15]([NH:18][C:19]1[CH:27]=[C:26]3[C:22]([CH:23]=[N:24][NH:25]3)=[C:21]([NH:28][S:37]([CH3:36])(=[O:39])=[O:38])[CH:20]=1)[N:14]=[CH:13]2. Given the reactants CC(N(C)C)=O.[CH3:7][C:8]1[CH:9]=[CH:10][CH:11]=[C:12]2[C:17]=1[N:16]=[C:15]([NH:18][C:19]1[CH:27]=[C:26]3[C:22]([CH:23]=[N:24][NH:25]3)=[C:21]([NH2:28])[CH:20]=1)[N:14]=[CH:13]2.C(N(CC)CC)C.[CH3:36][S:37](Cl)(=[O:39])=[O:38], predict the reaction product. (2) Given the reactants C=O.[S:3]1[C:7]2[CH:8]=[CH:9][CH:10]=[CH:11][C:6]=2[N:5]=[C:4]1[C:12]1[C:13]([NH2:29])=[N:14][CH:15]=[C:16]([C:18]2[CH:19]=[N:20][N:21]([CH:23]3[CH2:28][CH2:27][NH:26][CH2:25][CH2:24]3)[CH:22]=2)[CH:17]=1.[Na].[C:31](#N)C, predict the reaction product. The product is: [S:3]1[C:7]2[CH:8]=[CH:9][CH:10]=[CH:11][C:6]=2[N:5]=[C:4]1[C:12]1[C:13]([NH2:29])=[N:14][CH:15]=[C:16]([C:18]2[CH:19]=[N:20][N:21]([CH:23]3[CH2:24][CH2:25][N:26]([CH3:31])[CH2:27][CH2:28]3)[CH:22]=2)[CH:17]=1.